Predict which catalyst facilitates the given reaction. From a dataset of Catalyst prediction with 721,799 reactions and 888 catalyst types from USPTO. (1) Reactant: [NH2:1][C:2]1[CH:9]=[CH:8][CH:7]=[CH:6][C:3]=1[CH:4]=O.O=[C:11]([CH2:15][CH3:16])[C:12]([OH:14])=[O:13].[O-][CH2:18][CH3:19].[Na+].S(=O)(=O)(O)O.C(=O)(O)[O-].[Na+]. Product: [CH3:16][C:15]1[C:11]([C:12]([O:14][CH2:18][CH3:19])=[O:13])=[N:1][C:2]2[C:3]([CH:4]=1)=[CH:6][CH:7]=[CH:8][CH:9]=2. The catalyst class is: 8. (2) Reactant: [NH2:1][C:2]1[CH:7]=[CH:6][CH:5]=[C:4]([CH3:8])[N:3]=1.[N+:9]([O-])([OH:11])=[O:10].[OH-].[Na+]. Product: [NH2:1][C:2]1[C:7]([N+:9]([O-:11])=[O:10])=[CH:6][CH:5]=[C:4]([CH3:8])[N:3]=1. The catalyst class is: 82. (3) Reactant: [Br:1][C:2]1[N:7]=[C:6]([NH:8][C:9](=[O:15])[O:10][C:11]([CH3:14])([CH3:13])[CH3:12])[CH:5]=[CH:4][CH:3]=1.[H-].[Na+].[CH3:18]I. Product: [Br:1][C:2]1[N:7]=[C:6]([N:8]([CH3:18])[C:9](=[O:15])[O:10][C:11]([CH3:12])([CH3:14])[CH3:13])[CH:5]=[CH:4][CH:3]=1. The catalyst class is: 35.